The task is: Predict the reactants needed to synthesize the given product.. This data is from Full USPTO retrosynthesis dataset with 1.9M reactions from patents (1976-2016). Given the product [Br:1][C:2]1[CH:20]=[C:19]([CH:27]=[O:28])[C:5]2[N:6]([CH2:10][CH2:11][CH2:12][CH2:13][C:14]([O:16][CH2:17][CH3:18])=[O:15])[CH2:7][CH2:8][O:9][C:4]=2[CH:3]=1, predict the reactants needed to synthesize it. The reactants are: [Br:1][C:2]1[CH:20]=[CH:19][C:5]2[N:6]([CH2:10][CH2:11][CH2:12][CH2:13][C:14]([O:16][CH2:17][CH3:18])=[O:15])[CH2:7][CH2:8][O:9][C:4]=2[CH:3]=1.[Cl-].ClC=[N+](C)C.[C:27](=O)([O-])[OH:28].[Na+].